This data is from NCI-60 drug combinations with 297,098 pairs across 59 cell lines. The task is: Regression. Given two drug SMILES strings and cell line genomic features, predict the synergy score measuring deviation from expected non-interaction effect. (1) Synergy scores: CSS=12.1, Synergy_ZIP=-12.3, Synergy_Bliss=-15.5, Synergy_Loewe=-13.3, Synergy_HSA=-12.2. Drug 2: CC1=C2C(C(=O)C3(C(CC4C(C3C(C(C2(C)C)(CC1OC(=O)C(C(C5=CC=CC=C5)NC(=O)OC(C)(C)C)O)O)OC(=O)C6=CC=CC=C6)(CO4)OC(=O)C)O)C)O. Drug 1: CN(C)N=NC1=C(NC=N1)C(=O)N. Cell line: KM12. (2) Drug 1: C1=C(C(=O)NC(=O)N1)F. Drug 2: CCC(=C(C1=CC=CC=C1)C2=CC=C(C=C2)OCCN(C)C)C3=CC=CC=C3.C(C(=O)O)C(CC(=O)O)(C(=O)O)O. Cell line: SNB-19. Synergy scores: CSS=30.7, Synergy_ZIP=2.44, Synergy_Bliss=1.67, Synergy_Loewe=-0.253, Synergy_HSA=1.54.